The task is: Predict which catalyst facilitates the given reaction.. This data is from Catalyst prediction with 721,799 reactions and 888 catalyst types from USPTO. (1) Reactant: C([O:4][C@@H:5]1[C@H:9]([O:10][CH2:11][C:12]2[CH:17]=[CH:16][CH:15]=[CH:14][CH:13]=2)[C@@:8]([CH2:37][O:38][S:39]([C:42]2[CH:47]=[CH:46][C:45]([CH3:48])=[CH:44][CH:43]=2)(=[O:41])=[O:40])([CH2:18][O:19][Si:20]([C:33]([CH3:36])([CH3:35])[CH3:34])([C:27]2[CH:32]=[CH:31][CH:30]=[CH:29][CH:28]=2)[C:21]2[CH:26]=[CH:25][CH:24]=[CH:23][CH:22]=2)[O:7][C@H:6]1[N:49]1[C:64]2[N:63]=[C:56]([NH:57][C:58](=[O:62])[CH:59]([CH3:61])[CH3:60])[NH:55][C:53](=[O:54])[C:52]=2[N:51]=[CH:50]1)(=O)C.C(=O)([O-])[O-].[K+].[K+].Cl. Product: [CH2:11]([O:10][C@@H:9]1[C@@:8]([CH2:37][O:38][S:39]([C:42]2[CH:43]=[CH:44][C:45]([CH3:48])=[CH:46][CH:47]=2)(=[O:40])=[O:41])([CH2:18][O:19][Si:20]([C:33]([CH3:34])([CH3:36])[CH3:35])([C:27]2[CH:32]=[CH:31][CH:30]=[CH:29][CH:28]=2)[C:21]2[CH:22]=[CH:23][CH:24]=[CH:25][CH:26]=2)[O:7][C@@H:6]([N:49]2[C:64]3[N:63]=[C:56]([NH:57][C:58](=[O:62])[CH:59]([CH3:60])[CH3:61])[NH:55][C:53](=[O:54])[C:52]=3[N:51]=[CH:50]2)[C@@H:5]1[OH:4])[C:12]1[CH:13]=[CH:14][CH:15]=[CH:16][CH:17]=1. The catalyst class is: 5. (2) Reactant: [C:1]([C@H:4]1[CH2:8][CH2:7][CH2:6][N:5]1[C:9]([C:11]1[CH:12]=[C:13]([N:17]2[C:25]3[C:20](=[CH:21][C:22]([O:26][C@H:27]([C:38]4[CH:43]=[CH:42][CH:41]=[CH:40][CH:39]=4)[C@@H:28]([NH:30]C(=O)OC(C)(C)C)[CH3:29])=[CH:23][CH:24]=3)[CH:19]=[N:18]2)[CH:14]=[CH:15][CH:16]=1)=[O:10])(=[O:3])[NH2:2].Cl. Product: [NH2:30][C@@H:28]([CH3:29])[C@H:27]([O:26][C:22]1[CH:21]=[C:20]2[C:25](=[CH:24][CH:23]=1)[N:17]([C:13]1[CH:12]=[C:11]([C:9]([N:5]3[CH2:6][CH2:7][CH2:8][C@@H:4]3[C:1]([NH2:2])=[O:3])=[O:10])[CH:16]=[CH:15][CH:14]=1)[N:18]=[CH:19]2)[C:38]1[CH:43]=[CH:42][CH:41]=[CH:40][CH:39]=1. The catalyst class is: 13.